This data is from Reaction yield outcomes from USPTO patents with 853,638 reactions. The task is: Predict the reaction yield, written as a fraction of the theoretical maximum amount of product (1.0 means a 100% yield; for example, 0.34 means a 34% yield). (1) The reactants are [Cl:1][C:2]1[CH:11]=[C:10]([O:12][CH3:13])[C:9]([N:14]2[C:18]([CH3:19])=[CH:17][CH:16]=[N:15]2)=[CH:8][C:3]=1[C:4](OC)=[O:5].[NH3:20]. No catalyst specified. The product is [Cl:1][C:2]1[CH:11]=[C:10]([O:12][CH3:13])[C:9]([N:14]2[C:18]([CH3:19])=[CH:17][CH:16]=[N:15]2)=[CH:8][C:3]=1[C:4]([NH2:20])=[O:5]. The yield is 0.830. (2) The reactants are [O:1]=C(CCC)CP(=O)(OCC)OCC.[H-].[Na+].[C:17]([C:20]1[CH:21]=[N:22][CH:23]=[CH:24][CH:25]=1)(=O)[CH3:18].[CH2:26]1[CH2:30][O:29][CH2:28][CH2:27]1. No catalyst specified. The product is [N:22]1[CH:23]=[CH:24][CH:25]=[C:20](/[C:17](/[CH3:18])=[CH:27]/[C:28]([O:29][CH2:30][CH3:26])=[O:1])[CH:21]=1. The yield is 0.400. (3) The reactants are [Cl:1][C:2]1[CH:7]=[CH:6][C:5]([S:8]([N:11]([CH2:21][C:22]2[CH:30]=[CH:29][C:25]([C:26](O)=[O:27])=[CH:24][CH:23]=2)[C@H:12]([C:15]2[CH:20]=[CH:19][CH:18]=[CH:17][CH:16]=2)[CH2:13][CH3:14])(=[O:10])=[O:9])=[CH:4][CH:3]=1.Cl.[NH2:32][C@H:33]([CH2:38][OH:39])[C:34]([O:36][CH3:37])=[O:35].C(Cl)CCl.CN(C(ON1N=NC2C=CC=NC1=2)=[N+](C)C)C.F[P-](F)(F)(F)(F)F.CN1CCOCC1. The catalyst is CN(C=O)C.O. The product is [Cl:1][C:2]1[CH:7]=[CH:6][C:5]([S:8]([N:11]([CH2:21][C:22]2[CH:23]=[CH:24][C:25]([C:26]([NH:32][C@H:33]([CH2:38][OH:39])[C:34]([O:36][CH3:37])=[O:35])=[O:27])=[CH:29][CH:30]=2)[C@H:12]([C:15]2[CH:20]=[CH:19][CH:18]=[CH:17][CH:16]=2)[CH2:13][CH3:14])(=[O:9])=[O:10])=[CH:4][CH:3]=1. The yield is 0.659. (4) The reactants are Br[C:2]1[C:11](=[O:12])[C:10]2[C:5](=[CH:6][CH:7]=[CH:8][CH:9]=2)[O:4][CH:3]=1.C([O-])([O-])=O.[K+].[K+].[CH3:19][O:20][C:21]1[CH:22]=[C:23](B(O)O)[CH:24]=[CH:25][CH:26]=1. The catalyst is Cl[Pd](Cl)([P](C1C=CC=CC=1)(C1C=CC=CC=1)C1C=CC=CC=1)[P](C1C=CC=CC=1)(C1C=CC=CC=1)C1C=CC=CC=1. The product is [CH3:19][O:20][C:21]1[CH:26]=[C:25]([CH:24]=[CH:23][CH:22]=1)[C:2]1[C:11](=[O:12])[C:10]2[C:5](=[CH:6][CH:7]=[CH:8][CH:9]=2)[O:4][CH:3]=1. The yield is 0.510. (5) The reactants are [NH2:1][CH2:2][CH:3]1[CH2:6][N:5]([C:7]([O:9][C:10]([CH3:13])([CH3:12])[CH3:11])=[O:8])[CH2:4]1.C(N(CC)CC)C.[C:21](C(CC(N)=O)C(N)=O)([O:23][CH2:24][C:25]1[CH:30]=[CH:29][CH:28]=[CH:27][CH:26]=1)=[O:22]. The catalyst is CN(C=O)C. The product is [C:25]1([CH2:24][O:23][C:21]([NH:1][CH2:2][CH:3]2[CH2:6][N:5]([C:7]([O:9][C:10]([CH3:13])([CH3:12])[CH3:11])=[O:8])[CH2:4]2)=[O:22])[CH:30]=[CH:29][CH:28]=[CH:27][CH:26]=1. The yield is 0.640. (6) The product is [N:8]1[CH:9]=[CH:4][C:5]([C:11]2[NH:10][C:7]3=[N:8][CH:9]=[C:4]([NH2:1])[CH:5]=[C:6]3[N:12]=2)=[CH:6][CH:7]=1. The catalyst is [OH-].[OH-].[Pd+2]. The yield is 0.500. The reactants are [N+:1]([C:4]1[CH:5]=[C:6]2[N:12]=[CH:11][NH:10][C:7]2=[N:8][CH:9]=1)([O-])=O. (7) The reactants are [N:1]12[CH2:8][CH2:7][C:4]([C:9]([C:17]3[CH:22]=[CH:21][CH:20]=[CH:19][CH:18]=3)([C:11]3[CH:16]=[CH:15][CH:14]=[CH:13][CH:12]=3)[OH:10])([CH2:5][CH2:6]1)[CH2:3][CH2:2]2.[Br:23][C:24]1[CH:29]=[C:28]([Br:30])[CH:27]=[CH:26][C:25]=1[O:31][CH2:32][CH2:33]Br. The catalyst is CC#N. The product is [Br-:23].[Br:23][C:24]1[CH:29]=[C:28]([Br:30])[CH:27]=[CH:26][C:25]=1[O:31][CH2:32][CH2:33][N+:1]12[CH2:6][CH2:5][C:4]([C:9]([OH:10])([C:17]3[CH:22]=[CH:21][CH:20]=[CH:19][CH:18]=3)[C:11]3[CH:12]=[CH:13][CH:14]=[CH:15][CH:16]=3)([CH2:3][CH2:2]1)[CH2:7][CH2:8]2. The yield is 0.438.